Dataset: Forward reaction prediction with 1.9M reactions from USPTO patents (1976-2016). Task: Predict the product of the given reaction. (1) Given the reactants [CH3:1][NH2:2].[Cl:3][C:4]1[C:5](F)=[CH:6][C:7]2[O:12][CH2:11][N:10]([C:13]3[CH:18]=[CH:17][C:16]([N+:19]([O-:21])=[O:20])=[CH:15][CH:14]=3)[C:9](=[O:22])[C:8]=2[CH:23]=1, predict the reaction product. The product is: [Cl:3][C:4]1[C:5]([NH:2][CH3:1])=[CH:6][C:7]2[O:12][CH2:11][N:10]([C:13]3[CH:18]=[CH:17][C:16]([N+:19]([O-:21])=[O:20])=[CH:15][CH:14]=3)[C:9](=[O:22])[C:8]=2[CH:23]=1. (2) The product is: [Br:20][C:21]1[CH:26]=[CH:25][C:24]([N:8]2[C:9]3[CH:15]=[CH:14][CH:13]=[CH:12][C:10]=3[C:11]3[CH:1]=[CH:2][CH:3]=[CH:4][C:5]=3[C:6]3[CH:19]=[CH:18][CH:17]=[CH:16][C:7]2=3)=[CH:23][CH:22]=1. Given the reactants [CH:1]1[C:11]2[C:10]3[CH:12]=[CH:13][CH:14]=[CH:15][C:9]=3[NH:8][C:7]3[CH:16]=[CH:17][CH:18]=[CH:19][C:6]=3[C:5]=2[CH:4]=[CH:3][CH:2]=1.[Br:20][C:21]1[CH:26]=[CH:25][C:24](Br)=[CH:23][CH:22]=1.[OH-].[K+].C1C2C(CCCC2)CCC1, predict the reaction product. (3) Given the reactants CC1[N:3]([C:8]2[N:13]=[C:12]([CH3:14])[C:11]([O:15][CH2:16][C:17]3[CH:22]=[CH:21][CH:20]=[CH:19][CH:18]=3)=[C:10]([CH3:23])[N:9]=2)C(C)=CC=1.Cl.NO, predict the reaction product. The product is: [NH2:3][C:8]1[N:13]=[C:12]([CH3:14])[C:11]([O:15][CH2:16][C:17]2[CH:22]=[CH:21][CH:20]=[CH:19][CH:18]=2)=[C:10]([CH3:23])[N:9]=1. (4) Given the reactants [CH2:1]([N:3]=[C:4]=[O:5])[CH3:2].[CH2:6]([O:8][C:9]([C:11]1[C:12]([C:36]([O:38][CH2:39][CH3:40])=[O:37])=[C:13]([CH2:32][CH2:33][CH2:34][OH:35])[N:14]2[C:19]=1[C:18]([C:20]1[CH:25]=[CH:24][CH:23]=[CH:22][CH:21]=1)=[CH:17][C:16]([N:26]1[CH2:31][CH2:30][O:29][CH2:28][CH2:27]1)=[N:15]2)=[O:10])[CH3:7], predict the reaction product. The product is: [CH2:6]([O:8][C:9]([C:11]1[C:12]([C:36]([O:38][CH2:39][CH3:40])=[O:37])=[C:13]([CH2:32][CH2:33][CH2:34][O:35][C:4](=[O:5])[NH:3][CH2:1][CH3:2])[N:14]2[C:19]=1[C:18]([C:20]1[CH:21]=[CH:22][CH:23]=[CH:24][CH:25]=1)=[CH:17][C:16]([N:26]1[CH2:27][CH2:28][O:29][CH2:30][CH2:31]1)=[N:15]2)=[O:10])[CH3:7].